From a dataset of Catalyst prediction with 721,799 reactions and 888 catalyst types from USPTO. Predict which catalyst facilitates the given reaction. Reactant: [I:1][C:2]1[C:3]([CH3:7])=[N:4][NH:5][CH:6]=1.[O:8]1[CH:13]=[CH:12][CH2:11][CH2:10][CH2:9]1.C(O)(C(F)(F)F)=O. Product: [I:1][C:2]1[CH:6]=[N:5][N:4]([CH:9]2[CH2:10][CH2:11][CH2:12][CH2:13][O:8]2)[C:3]=1[CH3:7]. The catalyst class is: 1.